Regression. Given two drug SMILES strings and cell line genomic features, predict the synergy score measuring deviation from expected non-interaction effect. From a dataset of NCI-60 drug combinations with 297,098 pairs across 59 cell lines. (1) Drug 1: CC12CCC3C(C1CCC2=O)CC(=C)C4=CC(=O)C=CC34C. Drug 2: C1=NC2=C(N=C(N=C2N1C3C(C(C(O3)CO)O)O)F)N. Cell line: IGROV1. Synergy scores: CSS=30.6, Synergy_ZIP=1.70, Synergy_Bliss=3.28, Synergy_Loewe=-3.16, Synergy_HSA=2.63. (2) Drug 1: CC(C)NC(=O)C1=CC=C(C=C1)CNNC.Cl. Drug 2: CC1C(C(CC(O1)OC2CC(CC3=C2C(=C4C(=C3O)C(=O)C5=C(C4=O)C(=CC=C5)OC)O)(C(=O)CO)O)N)O.Cl. Cell line: HS 578T. Synergy scores: CSS=38.4, Synergy_ZIP=-0.676, Synergy_Bliss=-1.75, Synergy_Loewe=-11.4, Synergy_HSA=-0.145. (3) Drug 1: CN(C)C1=NC(=NC(=N1)N(C)C)N(C)C. Drug 2: COCCOC1=C(C=C2C(=C1)C(=NC=N2)NC3=CC=CC(=C3)C#C)OCCOC.Cl. Cell line: KM12. Synergy scores: CSS=22.7, Synergy_ZIP=4.85, Synergy_Bliss=6.47, Synergy_Loewe=5.52, Synergy_HSA=5.73. (4) Drug 1: CS(=O)(=O)C1=CC(=C(C=C1)C(=O)NC2=CC(=C(C=C2)Cl)C3=CC=CC=N3)Cl. Drug 2: CCCCCOC(=O)NC1=NC(=O)N(C=C1F)C2C(C(C(O2)C)O)O. Cell line: LOX IMVI. Synergy scores: CSS=26.2, Synergy_ZIP=0.691, Synergy_Bliss=6.34, Synergy_Loewe=7.90, Synergy_HSA=7.94. (5) Drug 1: C1=NC2=C(N1)C(=S)N=C(N2)N. Drug 2: CCC(=C(C1=CC=CC=C1)C2=CC=C(C=C2)OCCN(C)C)C3=CC=CC=C3.C(C(=O)O)C(CC(=O)O)(C(=O)O)O. Cell line: IGROV1. Synergy scores: CSS=31.7, Synergy_ZIP=-4.32, Synergy_Bliss=-3.94, Synergy_Loewe=-3.03, Synergy_HSA=-3.01. (6) Drug 1: CCC1=C2CN3C(=CC4=C(C3=O)COC(=O)C4(CC)O)C2=NC5=C1C=C(C=C5)O. Drug 2: CC1CCC2CC(C(=CC=CC=CC(CC(C(=O)C(C(C(=CC(C(=O)CC(OC(=O)C3CCCCN3C(=O)C(=O)C1(O2)O)C(C)CC4CCC(C(C4)OC)OCCO)C)C)O)OC)C)C)C)OC. Cell line: HCC-2998. Synergy scores: CSS=16.0, Synergy_ZIP=-12.3, Synergy_Bliss=-4.93, Synergy_Loewe=-11.7, Synergy_HSA=-3.64. (7) Drug 2: COC1=C2C(=CC3=C1OC=C3)C=CC(=O)O2. Cell line: RXF 393. Synergy scores: CSS=0.776, Synergy_ZIP=-4.43, Synergy_Bliss=-5.97, Synergy_Loewe=-5.84, Synergy_HSA=-4.03. Drug 1: C1CCN(CC1)CCOC2=CC=C(C=C2)C(=O)C3=C(SC4=C3C=CC(=C4)O)C5=CC=C(C=C5)O. (8) Drug 1: COC1=C(C=C2C(=C1)N=CN=C2NC3=CC(=C(C=C3)F)Cl)OCCCN4CCOCC4. Drug 2: C1=NC2=C(N=C(N=C2N1C3C(C(C(O3)CO)O)F)Cl)N. Cell line: SK-MEL-2. Synergy scores: CSS=40.8, Synergy_ZIP=-4.93, Synergy_Bliss=-3.62, Synergy_Loewe=-3.52, Synergy_HSA=-0.151. (9) Drug 1: CCC1=C2CN3C(=CC4=C(C3=O)COC(=O)C4(CC)O)C2=NC5=C1C=C(C=C5)O. Drug 2: C(=O)(N)NO. Cell line: SK-MEL-5. Synergy scores: CSS=23.3, Synergy_ZIP=-1.93, Synergy_Bliss=3.42, Synergy_Loewe=-84.5, Synergy_HSA=-0.801.